This data is from M1 muscarinic receptor antagonist screen with 61,756 compounds. The task is: Binary Classification. Given a drug SMILES string, predict its activity (active/inactive) in a high-throughput screening assay against a specified biological target. (1) The compound is n1(CCCN(C)C)c2nc(c(nc2c(c1N)C#N)C#N)C#N. The result is 0 (inactive). (2) The compound is OCCN1CCN(CC1)CC(=O)c1c2c([nH]c1)cc(OC)cc2. The result is 0 (inactive). (3) The result is 0 (inactive). The molecule is Clc1cc(C2c3c(OC(N)=C2C(OC)=O)cc(n(c3=O)Cc2occc2)C)ccc1. (4) The drug is s1c2nc(SCC(=O)Nc3c(n(n(c3=O)c3ccccc3)C)C)n(c(=O)c2c(c1C)C)C. The result is 0 (inactive). (5) The drug is O=C(NC1CCCC1)C1(N(CCC=2CCCCC2)C(=O)CC1)C. The result is 0 (inactive). (6) The compound is O=C1CC(Cc2nc(nc(c12)CCC)N)(C)C. The result is 0 (inactive). (7) The molecule is S(CC(=O)N1CCN(CC1)C(OCC)=O)c1ncccn1. The result is 0 (inactive). (8) The molecule is Fc1c(c2nc(on2)CCC(=O)Nc2ccc(Oc3ccccc3)cc2)cccc1. The result is 0 (inactive). (9) The drug is Brc1cc(C(=O)N2CC(CCC2)C(OCC)=O)cnc1. The result is 0 (inactive). (10) The compound is O(C(=O)CN1C2(C(CC3C1(CCCC3)C#N)CCCC2)C#N)C. The result is 0 (inactive).